The task is: Binary Classification. Given a miRNA mature sequence and a target amino acid sequence, predict their likelihood of interaction.. This data is from Experimentally validated miRNA-target interactions with 360,000+ pairs, plus equal number of negative samples. (1) The miRNA is hsa-miR-642a-3p with sequence AGACACAUUUGGAGAGGGAACC. Result: 0 (no interaction). The protein sequence of the target gene is MMNMSLPFLWSLLTLLIFAEVNGEAGELELQRQKRSINLQQPRMATERGNLVFLTGSAQNIEFRTGSLGKIKLNDEDLSECLHQIQKNKEDIIELKGSAIGLPQNISSQIYQLNSKLVDLERKFQGLQQTVDKKVCSSNPCQNGGTCLNLHDSFFCICPPQWKGPLCSADVNECEIYSGTPLSCQNGGTCVNTMGSYSCHCPPETYGPQCASKYDDCEGGSVARCVHGICEDLMREQAGEPKYSCVCDAGWMFSPNSPACTLDRDECSFQPGPCSTLVQCFNTQGSFYCGACPTGWQGNG.... (2) The miRNA is mmu-miR-1191b-3p with sequence AGACUCACUAUGUAGCCCAAGC. The protein sequence of the target gene is MSQSSRLCSGYYSLNRSFVEPFQCPQRGDGAALLYCCGFADLKYCCSEPGSYFPYKHSYMWSLSIGALVGLGIAALVLLAFVISVCVLCYLFLYTKPQRLDNGLKLQHLETSSTLEGNINRKAKGLNAVSNSTNETFYEADDGTQEKTMDITQINIAC. Result: 0 (no interaction). (3) The miRNA is hsa-miR-6871-3p with sequence CAGCACCCUGUGGCUCCCACAG. The protein sequence of the target gene is MTELRQRVVREDAPPEDKESESEAKLDGETASDSESRAETAPLPTSVDDTPEVLNRALSNLSSRWKNWWVRGILTLAMIAFFFIIIYLGPMVLMMIVMCVQIKCFHEIITIGYNVYHSYDLPWFRTLSWYFLLCVNYFFYGETVTDYFFTLVQREEPLRILSKYHRFISFALYLTGFCMFVLSLVKKHYRLQFYMFGWTHVTLLIVVTQSHLVIHNLFEGMIWFIVPISCVICNDIMAYMFGFFFGRTPLIKLSPKKTWEGFIGGFFATVVFGLLLSYVMSGYRCFVCPVEYNNDTNSFT.... Result: 0 (no interaction).